This data is from Full USPTO retrosynthesis dataset with 1.9M reactions from patents (1976-2016). The task is: Predict the reactants needed to synthesize the given product. (1) Given the product [CH3:1][C@@H:2]1[O:7][C@@H:6]([O:8][C@@H:9]2[C:14]3=[C:15]([OH:32])[C:16]4[C:28](=[O:29])[C:27]5[C:22](=[CH:23][CH:24]=[CH:25][C:26]=5[O:30][CH3:31])[C:20](=[O:21])[C:17]=4[C:18]([OH:19])=[C:13]3[CH2:12][C@@:11]([OH:37])([C:33]([CH2:35][OH:36])=[O:34])[CH2:10]2)[CH2:5][C@H:4]([NH2:38])[C@@H:3]1[OH:39].[NH2:84][C@H:85]([C:91]([OH:93])=[O:92])[CH2:86][CH2:87][CH2:88][NH:89][C:116](=[NH:115])[NH2:117], predict the reactants needed to synthesize it. The reactants are: [CH3:1][C@@H:2]1[O:7][C@@H:6]([O:8][C@@H:9]2[C:14]3=[C:15]([OH:32])[C:16]4[C:28](=[O:29])[C:27]5[C:22](=[CH:23][CH:24]=[CH:25][C:26]=5[O:30][CH3:31])[C:20](=[O:21])[C:17]=4[C:18]([OH:19])=[C:13]3[CH2:12][C@@:11]([OH:37])([C:33]([CH2:35][OH:36])=[O:34])[CH2:10]2)[CH2:5][C@H:4]([NH2:38])[C@@H:3]1[OH:39].Cl.N[C@H](C(N[C@H](C(N[C@H](C(N[C@H](C(N[C@H](C([NH:84][C@H:85]([C:91]([OH:93])=[O:92])[CH2:86][CH2:87][C:88](=O)[NH2:89])=O)CC1C=CC=CC=1)=O)CC1C=CC(O)=CC=1)=O)CO)=O)CO)=O)CC(=O)N.O.ON1C2C=CC=CC=2N=N1.CN1CCOCC1.C([N:115]=[C:116]=[N:117]C(C)C)(C)C. (2) The reactants are: C([O:3][C:4](=[O:26])[CH2:5][CH:6]1[O:10][B:9]([OH:11])[C:8]2[CH:12]=[C:13]([O:17][C:18]3[CH:23]=[N:22][CH:21]=[C:20]([C:24]#[N:25])[N:19]=3)[CH:14]=[C:15]([CH3:16])[C:7]1=2)C.Cl.[CH2:28]([NH2:32])[CH:29]([CH3:31])[CH3:30]. Given the product [OH:11][B:9]1[C:8]2[CH:12]=[C:13]([O:17][C:18]3[CH:23]=[N:22][CH:21]=[C:20]([C:24](=[NH:25])[NH:32][CH2:28][CH:29]([CH3:31])[CH3:30])[N:19]=3)[CH:14]=[C:15]([CH3:16])[C:7]=2[CH:6]([CH2:5][C:4]([OH:3])=[O:26])[O:10]1, predict the reactants needed to synthesize it.